From a dataset of Full USPTO retrosynthesis dataset with 1.9M reactions from patents (1976-2016). Predict the reactants needed to synthesize the given product. Given the product [CH2:27]([NH:34][C:35]([NH:1][C:2]1[CH:3]=[CH:4][C:5]([CH3:26])=[C:6]([C:8](=[O:9])[C:10]2[CH:15]=[CH:14][C:13]([NH:16][C:17]3[CH:22]=[CH:21][C:20]([F:23])=[CH:19][C:18]=3[F:24])=[CH:12][C:11]=2[Cl:25])[CH:7]=1)=[O:36])[C:28]1[CH:33]=[CH:32][CH:31]=[CH:30][CH:29]=1, predict the reactants needed to synthesize it. The reactants are: [NH2:1][C:2]1[CH:3]=[CH:4][C:5]([CH3:26])=[C:6]([C:8]([C:10]2[CH:15]=[CH:14][C:13]([NH:16][C:17]3[CH:22]=[CH:21][C:20]([F:23])=[CH:19][C:18]=3[F:24])=[CH:12][C:11]=2[Cl:25])=[O:9])[CH:7]=1.[CH2:27]([N:34]=[C:35]=[O:36])[C:28]1[CH:33]=[CH:32][CH:31]=[CH:30][CH:29]=1.